Task: Predict the reactants needed to synthesize the given product.. Dataset: Full USPTO retrosynthesis dataset with 1.9M reactions from patents (1976-2016) (1) Given the product [C:16]1([C@H:26]([NH:28][CH:11]2[CH2:12][CH2:13][CH2:14][CH:9]([C:6]3[CH:7]=[CH:8][C:3]([C:1]#[N:2])=[CH:4][CH:5]=3)[CH2:10]2)[CH3:27])[C:25]2[C:20](=[CH:21][CH:22]=[CH:23][CH:24]=2)[CH:19]=[CH:18][CH:17]=1, predict the reactants needed to synthesize it. The reactants are: [C:1]([C:3]1[CH:8]=[CH:7][C:6]([CH:9]2[CH2:14][CH2:13][CH2:12][C:11](=O)[CH2:10]2)=[CH:5][CH:4]=1)#[N:2].[C:16]1([C@H:26]([NH2:28])[CH3:27])[C:25]2[C:20](=[CH:21][CH:22]=[CH:23][CH:24]=2)[CH:19]=[CH:18][CH:17]=1. (2) Given the product [Cl:1][C:2]1[C:7]([O:8][CH3:9])=[CH:6][C:5]([O:10][CH3:11])=[C:4]([Cl:12])[C:3]=1[C:13]1[C:26](=[O:27])[N:25]([CH2:28][CH2:29][N:30]([CH2:44][CH3:45])[CH:31]2[CH2:36][CH2:35][N:34]([C:37]([O:39][C:40]([CH3:43])([CH3:42])[CH3:41])=[O:38])[CH2:33][CH2:32]2)[C:16]2[N:17]=[C:18]([NH:47][CH3:46])[N:19]=[CH:20][C:15]=2[CH:14]=1, predict the reactants needed to synthesize it. The reactants are: [Cl:1][C:2]1[C:7]([O:8][CH3:9])=[CH:6][C:5]([O:10][CH3:11])=[C:4]([Cl:12])[C:3]=1[C:13]1[C:26](=[O:27])[N:25]([CH2:28][CH2:29][N:30]([CH2:44][CH3:45])[CH:31]2[CH2:36][CH2:35][N:34]([C:37]([O:39][C:40]([CH3:43])([CH3:42])[CH3:41])=[O:38])[CH2:33][CH2:32]2)[C:16]2[N:17]=[C:18](S(C)(=O)=O)[N:19]=[CH:20][C:15]=2[CH:14]=1.[CH3:46][NH2:47]. (3) Given the product [Cl:35][C:32]([Cl:33])([Cl:34])[C:31]([N:28]1[CH2:29][CH2:30][N:25]([C:16]2[CH:17]=[C:18]([S:21]([N:7]3[C:8]4[C:4](=[CH:3][C:2]([Br:1])=[CH:10][CH:9]=4)[CH:5]=[CH:6]3)(=[O:22])=[O:23])[CH:19]=[CH:20][C:15]=2[O:14][CH3:13])[CH2:26][CH2:27]1)=[O:36], predict the reactants needed to synthesize it. The reactants are: [Br:1][C:2]1[CH:3]=[C:4]2[C:8](=[CH:9][CH:10]=1)[NH:7][CH:6]=[CH:5]2.[H-].[Na+].[CH3:13][O:14][C:15]1[CH:20]=[CH:19][C:18]([S:21](Cl)(=[O:23])=[O:22])=[CH:17][C:16]=1[N:25]1[CH2:30][CH2:29][N:28]([C:31](=[O:36])[C:32]([Cl:35])([Cl:34])[Cl:33])[CH2:27][CH2:26]1. (4) The reactants are: [CH2:1]([N:3]1[C:7]2=[N:8][C:9]([CH2:28][CH3:29])=[C:10]([CH2:19][NH:20][C:21](=[O:27])[CH2:22][CH2:23][C:24]([OH:26])=O)[C:11]([NH:12][CH:13]3[CH2:18][CH2:17][O:16][CH2:15][CH2:14]3)=[C:6]2[CH:5]=[N:4]1)[CH3:2].[Br:30][C:31]1[CH:32]=[C:33]([CH2:39][NH2:40])[CH:34]=[CH:35][C:36]=1[O:37][CH3:38].CN(C(ON1N=NC2C=CC=NC1=2)=[N+](C)C)C.F[P-](F)(F)(F)(F)F.C(N(CC)CC)C. Given the product [Br:30][C:31]1[CH:32]=[C:33]([CH2:39][NH:40][C:24](=[O:26])[CH2:23][CH2:22][C:21]([NH:20][CH2:19][C:10]2[C:11]([NH:12][CH:13]3[CH2:14][CH2:15][O:16][CH2:17][CH2:18]3)=[C:6]3[CH:5]=[N:4][N:3]([CH2:1][CH3:2])[C:7]3=[N:8][C:9]=2[CH2:28][CH3:29])=[O:27])[CH:34]=[CH:35][C:36]=1[O:37][CH3:38], predict the reactants needed to synthesize it.